This data is from CYP2C19 inhibition data for predicting drug metabolism from PubChem BioAssay. The task is: Regression/Classification. Given a drug SMILES string, predict its absorption, distribution, metabolism, or excretion properties. Task type varies by dataset: regression for continuous measurements (e.g., permeability, clearance, half-life) or binary classification for categorical outcomes (e.g., BBB penetration, CYP inhibition). Dataset: cyp2c19_veith. (1) The molecule is O=C(C1=C(O)C(=O)N(Cc2ccco2)C1c1ccccc1)c1cccs1. The result is 0 (non-inhibitor). (2) The drug is COc1ccc(C(=O)NC2(C(F)(F)F)C(=O)Nc3c2c(=O)[nH]c(=O)n3CCc2ccc(OC)c(OC)c2)cc1. The result is 0 (non-inhibitor). (3) The molecule is COCC(=O)N1CCC2(CCCN(C(=O)Nc3ccccc3)C2)CC1. The result is 0 (non-inhibitor). (4) The drug is COc1ccc(CN2C(=O)CN(C3CCCCCC3)C(=O)C2c2ccc(OC)c(OC)c2)cc1. The result is 1 (inhibitor). (5) The compound is CC(=O)N1CCC2(CCCN(c3ccncc3)C2)CC1. The result is 0 (non-inhibitor). (6) The drug is CCCCOc1cc(C(=O)NCCN(CC)CC)c2ccccc2n1. The result is 0 (non-inhibitor). (7) The molecule is CCCC(=O)NC(Nc1ccccc1F)C(Cl)(Cl)Cl. The result is 1 (inhibitor). (8) The drug is O=c1[nH]c2cc(Br)cnc2nc1/C=C(\O)c1ccc(F)cc1. The result is 0 (non-inhibitor).